This data is from Full USPTO retrosynthesis dataset with 1.9M reactions from patents (1976-2016). The task is: Predict the reactants needed to synthesize the given product. (1) Given the product [ClH:2].[ClH:1].[ClH:2].[CH:15]([N:12]1[CH2:13][CH2:14][CH:9]([C:6]2[N:5]=[N:4][C:3]([C:23]3[CH:22]=[CH:21][N:20]=[C:19]([CH3:18])[CH:24]=3)=[CH:8][CH:7]=2)[CH2:10][CH2:11]1)([CH3:17])[CH3:16], predict the reactants needed to synthesize it. The reactants are: [ClH:1].[Cl:2][C:3]1[N:4]=[N:5][C:6]([CH:9]2[CH2:14][CH2:13][N:12]([CH:15]([CH3:17])[CH3:16])[CH2:11][CH2:10]2)=[CH:7][CH:8]=1.[CH3:18][C:19]1(B(O)O)[CH:24]=[CH:23][CH:22]=[CH:21][NH:20]1. (2) Given the product [C:13]([C:12]1[CH:15]=[CH:16][C:9]([NH:8][C:5](=[O:7])[CH3:6])=[C:10]([CH3:18])[C:11]=1[CH3:17])#[N:14], predict the reactants needed to synthesize it. The reactants are: C(O[C:5](=[O:7])[CH3:6])(=O)C.[NH2:8][C:9]1[CH:16]=[CH:15][C:12]([C:13]#[N:14])=[C:11]([CH3:17])[C:10]=1[CH3:18]. (3) Given the product [Cl:32][C:23]1[C:24]([O:30][CH3:31])=[CH:25][C:26]([O:28][CH3:29])=[CH:27][C:22]=1[C:12]1[C:11](=[O:33])[N:10]([CH2:9][CH2:8][C:5]2[N:6]=[CH:7][C:2]([NH:1][C:34](=[O:37])[CH:35]=[CH2:36])=[CH:3][CH:4]=2)[C:15]2[N:16]=[C:17]([NH:20][CH3:21])[N:18]=[CH:19][C:14]=2[CH:13]=1, predict the reactants needed to synthesize it. The reactants are: [NH2:1][C:2]1[CH:3]=[CH:4][C:5]([CH2:8][CH2:9][N:10]2[C:15]3[N:16]=[C:17]([NH:20][CH3:21])[N:18]=[CH:19][C:14]=3[CH:13]=[C:12]([C:22]3[CH:27]=[C:26]([O:28][CH3:29])[CH:25]=[C:24]([O:30][CH3:31])[C:23]=3[Cl:32])[C:11]2=[O:33])=[N:6][CH:7]=1.[C:34](Cl)(=[O:37])[CH:35]=[CH2:36]. (4) Given the product [C:17]1([CH2:16][CH2:15][O:23][C:25]2[CH:26]=[C:27]([CH:30]=[CH:31][CH:32]=2)[CH:28]=[O:29])[CH:22]=[CH:21][CH:20]=[CH:19][CH:18]=1, predict the reactants needed to synthesize it. The reactants are: N(C(OC(C)C)=O)=NC(OC(C)C)=O.[CH2:15]([OH:23])[CH2:16][C:17]1[CH:22]=[CH:21][CH:20]=[CH:19][CH:18]=1.O[C:25]1[CH:26]=[C:27]([CH:30]=[CH:31][CH:32]=1)[CH:28]=[O:29].C1(P(C2C=CC=CC=2)C2C=CC=CC=2)C=CC=CC=1. (5) The reactants are: C(N(CC)CC)C.Br[CH2:9][CH2:10][CH2:11][CH2:12][C:13]([O:15][CH2:16][CH3:17])=[O:14].[CH2:18]([O:20][C:21](=[O:31])[CH2:22][NH:23][CH2:24][C:25]1[CH:30]=[CH:29][CH:28]=[CH:27][CH:26]=1)[CH3:19]. Given the product [CH2:24]([N:23]([CH2:22][C:21]([O:20][CH2:18][CH3:19])=[O:31])[CH2:9][CH2:10][CH2:11][CH2:12][C:13]([O:15][CH2:16][CH3:17])=[O:14])[C:25]1[CH:30]=[CH:29][CH:28]=[CH:27][CH:26]=1, predict the reactants needed to synthesize it. (6) The reactants are: [N:1]1[CH:6]=[CH:5][C:4]([C:7]2[S:8][CH:9]=[C:10]([C:12]3[C:13](=[O:24])[NH:14][C:15]4[C:20]([CH:21]=3)=[CH:19][CH:18]=[C:17]([CH:22]=O)[CH:16]=4)[N:11]=2)=[CH:3][CH:2]=1.[CH2:25]([NH:27][CH2:28][CH3:29])[CH3:26]. Given the product [CH2:25]([N:27]([CH2:22][C:17]1[CH:16]=[C:15]2[C:20]([CH:21]=[C:12]([C:10]3[N:11]=[C:7]([C:4]4[CH:5]=[CH:6][N:1]=[CH:2][CH:3]=4)[S:8][CH:9]=3)[C:13](=[O:24])[NH:14]2)=[CH:19][CH:18]=1)[CH2:28][CH3:29])[CH3:26], predict the reactants needed to synthesize it. (7) The reactants are: Cl.C(N=C=NCCCN(C)C)C.[Cl:13][C:14]1[CH:22]=[CH:21][C:17]([C:18]([OH:20])=O)=[C:16]([NH:23][CH:24]2[CH2:28][CH2:27][CH2:26][CH2:25]2)[CH:15]=1.[NH2:29][C:30]1[CH:39]=[C:38]2[C:33]([CH2:34][CH2:35][C:36](=[O:41])[N:37]2[CH3:40])=[CH:32][CH:31]=1. Given the product [Cl:13][C:14]1[CH:22]=[CH:21][C:17]([C:18]([NH:29][C:30]2[CH:39]=[C:38]3[C:33]([CH2:34][CH2:35][C:36](=[O:41])[N:37]3[CH3:40])=[CH:32][CH:31]=2)=[O:20])=[C:16]([NH:23][CH:24]2[CH2:28][CH2:27][CH2:26][CH2:25]2)[CH:15]=1, predict the reactants needed to synthesize it. (8) The reactants are: [S:1]1[CH:5]=[CH:4][C:3]2[C:6](=[O:9])[CH2:7][CH2:8][C:2]1=2.[OH-].[K+].C(O)(=[O:14])C.C(O)(=O)C.IC1C=CC=CC=1. Given the product [OH:14][CH:7]1[CH2:8][C:2]2[S:1][CH:5]=[CH:4][C:3]=2[C:6]1=[O:9], predict the reactants needed to synthesize it. (9) Given the product [CH2:1]([N:8]1[CH2:13][C:12](=[O:14])[NH:11][CH:10]([CH2:15][C:16]2[CH:21]=[CH:20][CH:19]=[CH:18][C:17]=2[C:24]2[CH:29]=[CH:28][CH:27]=[CH:26][CH:25]=2)[C:9]1=[O:23])[C:2]1[CH:7]=[CH:6][CH:5]=[CH:4][CH:3]=1, predict the reactants needed to synthesize it. The reactants are: [CH2:1]([N:8]1[CH2:13][C:12](=[O:14])[NH:11][C@H:10]([CH2:15][C:16]2[CH:21]=[CH:20][CH:19]=[CH:18][C:17]=2Br)[C:9]1=[O:23])[C:2]1[CH:7]=[CH:6][CH:5]=[CH:4][CH:3]=1.[C:24]1(B(O)O)[CH:29]=[CH:28][CH:27]=[CH:26][CH:25]=1.C(=O)([O-])[O-].[Na+].[Na+].COCCOC.